Dataset: Reaction yield outcomes from USPTO patents with 853,638 reactions. Task: Predict the reaction yield, written as a fraction of the theoretical maximum amount of product (1.0 means a 100% yield; for example, 0.34 means a 34% yield). (1) The reactants are [CH3:1][O:2][C:3]1[CH:8]=[CH:7][C:6]([C:9]2[C:10]3[O:17][C:16]([CH:18]=O)=[CH:15][C:11]=3[CH:12]=[N:13][CH:14]=2)=[CH:5][CH:4]=1.[CH3:20][N:21]1[C:25](=[O:26])[CH2:24][S:23][C:22]1=[S:27].C([O-])(=O)C.[Na+]. The catalyst is C(O)(=O)C. The product is [CH3:1][O:2][C:3]1[CH:4]=[CH:5][C:6]([C:9]2[C:10]3[O:17][C:16](/[CH:18]=[C:24]4/[C:25](=[O:26])[N:21]([CH3:20])[C:22](=[S:27])[S:23]/4)=[CH:15][C:11]=3[CH:12]=[N:13][CH:14]=2)=[CH:7][CH:8]=1. The yield is 0.750. (2) The reactants are [Cl-].[Ca+2].[Cl-].[O:4]1[CH:6]([CH2:7][CH2:8][CH2:9][CH2:10][CH2:11][CH2:12][CH2:13][CH2:14][CH2:15][CH3:16])[CH2:5]1.S(=O)(=O)(O)O.C(=O)([O-])O.[Na+].[CH2:27]([OH:30])[CH2:28][OH:29]. The catalyst is O. The product is [OH:4][CH2:5][CH2:6][CH2:7][CH2:8][CH2:9][CH2:10][CH2:11][CH2:12][CH2:13][CH2:14][CH2:15][CH2:16][O:29][CH2:28][CH2:27][OH:30]. The yield is 0.981.